This data is from Full USPTO retrosynthesis dataset with 1.9M reactions from patents (1976-2016). The task is: Predict the reactants needed to synthesize the given product. (1) Given the product [O:10]=[C:1]1[C:2]2[CH:8]=[CH:7][CH:6]=[CH:5][C:3]=2[S:4][C:12](=[CH:14][C:15]([O:17][CH2:18][CH3:19])=[O:16])[NH:13]1, predict the reactants needed to synthesize it. The reactants are: [C:1]([O:10]C)(=O)[C:2]1[C:3](=[CH:5][CH:6]=[CH:7][CH:8]=1)[SH:4].[C:12]([CH2:14][C:15]([O:17][CH2:18][CH3:19])=[O:16])#[N:13].C(N(CC)CC)C. (2) Given the product [F:1][C:2]1[C:7]([CH3:8])=[CH:6][C:5]([OH:9])=[CH:4][C:3]=1[CH3:13], predict the reactants needed to synthesize it. The reactants are: [F:1][C:2]1[C:7]([CH3:8])=[CH:6][C:5]([O:9]C(=O)C)=[CH:4][C:3]=1[CH3:13].[OH-].[K+]. (3) Given the product [CH2:1]([O:8][C@@H:9]1[O:18][C@H:17]2[C@@H:12]([O:13][C@H:14]([C:19]3[CH:24]=[CH:23][CH:22]=[CH:21][CH:20]=3)[O:15][CH2:16]2)[C@H:11]([O:25][C@H:26]([CH3:30])[C:27](=[O:29])[NH:39][C@@H:40]([CH3:41])[CH2:42][C:43]2[CH:48]=[CH:47][CH:46]=[CH:45][CH:44]=2)[C@H:10]1[NH:31][C:32](=[O:33])[O:34][C:35]([CH3:36])([CH3:37])[CH3:38])[C:2]1[CH:7]=[CH:6][CH:5]=[CH:4][CH:3]=1, predict the reactants needed to synthesize it. The reactants are: [CH2:1]([O:8][C@@H:9]1[O:18][C@H:17]2[C@@H:12]([O:13][C@H:14]([C:19]3[CH:24]=[CH:23][CH:22]=[CH:21][CH:20]=3)[O:15][CH2:16]2)[C@H:11]([O:25][C@H:26]([CH3:30])[C:27]([OH:29])=O)[C@H:10]1[NH:31][C:32]([O:34][C:35]([CH3:38])([CH3:37])[CH3:36])=[O:33])[C:2]1[CH:7]=[CH:6][CH:5]=[CH:4][CH:3]=1.[NH2:39][C@H:40]([CH2:42][C:43]1[CH:48]=[CH:47][CH:46]=[CH:45][CH:44]=1)[CH3:41].Cl.CN(C)CCCN=C=NCC.C([O-])(O)=O.[Na+]. (4) Given the product [CH3:11][O:10][CH2:9][C:4]1[C:5]([CH3:8])=[N:6][CH:7]=[C:2]([B:15]2[O:16][C:17]([CH3:19])([CH3:18])[C:13]([CH3:29])([CH3:12])[O:14]2)[CH:3]=1, predict the reactants needed to synthesize it. The reactants are: Br[C:2]1[CH:3]=[C:4]([CH2:9][O:10][CH3:11])[C:5]([CH3:8])=[N:6][CH:7]=1.[CH3:12][C:13]1([CH3:29])[C:17]([CH3:19])([CH3:18])[O:16][B:15]([B:15]2[O:16][C:17]([CH3:19])([CH3:18])[C:13]([CH3:29])([CH3:12])[O:14]2)[O:14]1.C([O-])(=O)C.[K+].